This data is from Full USPTO retrosynthesis dataset with 1.9M reactions from patents (1976-2016). The task is: Predict the reactants needed to synthesize the given product. Given the product [Br:17][C:18]1[CH:19]=[C:20]([NH:21][C:9]2[C:4]3[CH:3]=[C:2]([F:1])[N:12]=[CH:11][C:5]=3[N:6]=[CH:7][N:8]=2)[CH:22]=[CH:23][C:24]=1[Cl:25], predict the reactants needed to synthesize it. The reactants are: [F:1][C:2]1[N:12]=[CH:11][C:5]2[NH:6][C:7](=O)[N:8]=[CH:9][C:4]=2[CH:3]=1.S(Cl)(Cl)=O.[Br:17][C:18]1[CH:19]=[C:20]([CH:22]=[CH:23][C:24]=1[Cl:25])[NH2:21].